Dataset: Forward reaction prediction with 1.9M reactions from USPTO patents (1976-2016). Task: Predict the product of the given reaction. (1) Given the reactants Cl.[Cl:2][C:3]1[CH:14]=[C:13]2[C:6]([NH:7][CH:8]=[C:9]2[CH2:10][CH2:11][NH2:12])=[CH:5][CH:4]=1.[OH-].[Na+], predict the reaction product. The product is: [Cl:2][C:3]1[CH:14]=[C:13]2[C:6]([NH:7][CH:8]=[C:9]2[CH2:10][CH2:11][NH2:12])=[CH:5][CH:4]=1. (2) Given the reactants [Cl:1][C:2]1[CH:7]=[CH:6][C:5]([CH:8](O)[C:9]2[C:10]([C:21]([O:23][CH2:24][CH3:25])=[O:22])=[N:11][N:12]([CH:18]3[CH2:20][CH2:19]3)[C:13]=2[C:14]([F:17])([F:16])[F:15])=[CH:4][CH:3]=1.[NH2:27][C:28]1[CH:29]=[C:30]([CH3:36])[C:31](=[O:35])[N:32]([CH3:34])[CH:33]=1, predict the reaction product. The product is: [Cl:1][C:2]1[CH:7]=[CH:6][C:5]([CH:8]([NH:27][C:28]2[CH:29]=[C:30]([CH3:36])[C:31](=[O:35])[N:32]([CH3:34])[CH:33]=2)[C:9]2[C:10]([C:21]([O:23][CH2:24][CH3:25])=[O:22])=[N:11][N:12]([CH:18]3[CH2:20][CH2:19]3)[C:13]=2[C:14]([F:17])([F:16])[F:15])=[CH:4][CH:3]=1. (3) Given the reactants [Br:1][C:2]1[C:3]([Cl:29])=[CH:4][CH:5]=[C:6]2[C:10]=1[NH:9][C:8]([C:11]([O:13][CH2:14][CH3:15])=[O:12])=[C:7]2[CH2:16][CH2:17][CH2:18][O:19][C:20]1[CH:25]=[C:24]([CH3:26])[C:23]([Cl:27])=[C:22]([CH3:28])[CH:21]=1.Br[CH2:31][CH:32]=[CH2:33].C([O-])([O-])=O.[Cs+].[Cs+], predict the reaction product. The product is: [CH2:33]([N:9]1[C:10]2[C:6](=[CH:5][CH:4]=[C:3]([Cl:29])[C:2]=2[Br:1])[C:7]([CH2:16][CH2:17][CH2:18][O:19][C:20]2[CH:25]=[C:24]([CH3:26])[C:23]([Cl:27])=[C:22]([CH3:28])[CH:21]=2)=[C:8]1[C:11]([O:13][CH2:14][CH3:15])=[O:12])[CH:32]=[CH2:31]. (4) Given the reactants FC(F)(F)S(O[C:7]1[C:28]2[C:23](=[CH:24][CH:25]=[CH:26][CH:27]=2)[C:10]2[O:11][CH2:12][CH:13]([C:14]3[CH:19]=[CH:18][C:17]([CH:20]([CH3:22])[CH3:21])=[CH:16][CH:15]=3)[C:9]=2[C:8]=1[CH3:29])(=O)=O.C1(P(C2C=CC=CC=2)CCCP(C2C=CC=CC=2)C2C=CC=CC=2)C=CC=CC=1.C(N(CCCC)CCCC)CCC.C(O)=O, predict the reaction product. The product is: [CH:20]([C:17]1[CH:18]=[CH:19][C:14]([CH:13]2[CH2:12][O:11][C:10]3[C:23]4[C:28]([CH:7]=[C:8]([CH3:29])[C:9]2=3)=[CH:27][CH:26]=[CH:25][CH:24]=4)=[CH:15][CH:16]=1)([CH3:22])[CH3:21]. (5) Given the reactants [CH2:1]([O:3][C:4](=[O:20])[CH:5]([S:9]([C:12]1[CH:17]=[CH:16][C:15]([O:18][CH3:19])=[CH:14][CH:13]=1)(=[O:11])=[O:10])[CH2:6][CH2:7][CH3:8])[CH3:2].Cl[CH2:22][C:23]1[CH:38]=[CH:37][C:26]([O:27][CH2:28][CH2:29][N:30]2[CH2:36][CH2:35][CH2:34][CH2:33][CH2:32][CH2:31]2)=[CH:25][CH:24]=1, predict the reaction product. The product is: [CH2:1]([O:3][C:4](=[O:20])[C:5]([CH2:22][C:23]1[CH:24]=[CH:25][C:26]([O:27][CH2:28][CH2:29][N:30]2[CH2:36][CH2:35][CH2:34][CH2:33][CH2:32][CH2:31]2)=[CH:37][CH:38]=1)([S:9]([C:12]1[CH:17]=[CH:16][C:15]([O:18][CH3:19])=[CH:14][CH:13]=1)(=[O:10])=[O:11])[CH2:6][CH2:7][CH3:8])[CH3:2]. (6) Given the reactants [Br:1][C:2]1[CH:3]=[C:4]2[C:10]([CH3:11])=[N:9][NH:8][C:5]2=[N:6][CH:7]=1.[H-].[Na+].Cl[CH2:15][C:16]1[CH:21]=[CH:20][C:19]([O:22][CH3:23])=[CH:18][CH:17]=1, predict the reaction product. The product is: [Br:1][C:2]1[CH:3]=[C:4]2[C:10]([CH3:11])=[N:9][N:8]([CH2:15][C:16]3[CH:21]=[CH:20][C:19]([O:22][CH3:23])=[CH:18][CH:17]=3)[C:5]2=[N:6][CH:7]=1.